Dataset: NCI-60 drug combinations with 297,098 pairs across 59 cell lines. Task: Regression. Given two drug SMILES strings and cell line genomic features, predict the synergy score measuring deviation from expected non-interaction effect. (1) Drug 1: C1=CC(=CC=C1CC(C(=O)O)N)N(CCCl)CCCl.Cl. Drug 2: CC=C1C(=O)NC(C(=O)OC2CC(=O)NC(C(=O)NC(CSSCCC=C2)C(=O)N1)C(C)C)C(C)C. Cell line: SF-539. Synergy scores: CSS=58.5, Synergy_ZIP=-5.21, Synergy_Bliss=-7.06, Synergy_Loewe=-31.4, Synergy_HSA=-4.93. (2) Drug 1: CC1=C(C=C(C=C1)NC(=O)C2=CC=C(C=C2)CN3CCN(CC3)C)NC4=NC=CC(=N4)C5=CN=CC=C5. Drug 2: C1=NNC2=C1C(=O)NC=N2. Cell line: HT29. Synergy scores: CSS=-0.215, Synergy_ZIP=1.03, Synergy_Bliss=3.99, Synergy_Loewe=0.230, Synergy_HSA=0.291. (3) Drug 1: COC1=CC(=CC(=C1O)OC)C2C3C(COC3=O)C(C4=CC5=C(C=C24)OCO5)OC6C(C(C7C(O6)COC(O7)C8=CC=CS8)O)O. Drug 2: C1CN(CCN1C(=O)CCBr)C(=O)CCBr. Cell line: MCF7. Synergy scores: CSS=39.7, Synergy_ZIP=-2.44, Synergy_Bliss=1.96, Synergy_Loewe=1.08, Synergy_HSA=5.53. (4) Drug 1: CCC1=CC2CC(C3=C(CN(C2)C1)C4=CC=CC=C4N3)(C5=C(C=C6C(=C5)C78CCN9C7C(C=CC9)(C(C(C8N6C)(C(=O)OC)O)OC(=O)C)CC)OC)C(=O)OC.C(C(C(=O)O)O)(C(=O)O)O. Drug 2: COC1=CC(=CC(=C1O)OC)C2C3C(COC3=O)C(C4=CC5=C(C=C24)OCO5)OC6C(C(C7C(O6)COC(O7)C8=CC=CS8)O)O. Cell line: HT29. Synergy scores: CSS=49.2, Synergy_ZIP=-8.31, Synergy_Bliss=-9.59, Synergy_Loewe=-9.80, Synergy_HSA=-6.74. (5) Drug 1: C1=CC=C(C(=C1)C(C2=CC=C(C=C2)Cl)C(Cl)Cl)Cl. Drug 2: CCN(CC)CCCC(C)NC1=C2C=C(C=CC2=NC3=C1C=CC(=C3)Cl)OC. Cell line: U251. Synergy scores: CSS=18.6, Synergy_ZIP=0.999, Synergy_Bliss=9.43, Synergy_Loewe=-15.6, Synergy_HSA=3.01. (6) Drug 1: CC(C)CN1C=NC2=C1C3=CC=CC=C3N=C2N. Drug 2: COCCOC1=C(C=C2C(=C1)C(=NC=N2)NC3=CC=CC(=C3)C#C)OCCOC.Cl. Cell line: A549. Synergy scores: CSS=12.9, Synergy_ZIP=-3.68, Synergy_Bliss=0.0279, Synergy_Loewe=-1.02, Synergy_HSA=-0.602. (7) Drug 1: CCC1=CC2CC(C3=C(CN(C2)C1)C4=CC=CC=C4N3)(C5=C(C=C6C(=C5)C78CCN9C7C(C=CC9)(C(C(C8N6C)(C(=O)OC)O)OC(=O)C)CC)OC)C(=O)OC.C(C(C(=O)O)O)(C(=O)O)O. Drug 2: CC1=CC=C(C=C1)C2=CC(=NN2C3=CC=C(C=C3)S(=O)(=O)N)C(F)(F)F. Cell line: HOP-62. Synergy scores: CSS=21.2, Synergy_ZIP=-4.95, Synergy_Bliss=1.99, Synergy_Loewe=-21.0, Synergy_HSA=1.72. (8) Drug 1: C1=CN(C(=O)N=C1N)C2C(C(C(O2)CO)O)O.Cl. Drug 2: C1CNP(=O)(OC1)N(CCCl)CCCl. Cell line: RPMI-8226. Synergy scores: CSS=6.22, Synergy_ZIP=-3.97, Synergy_Bliss=-2.96, Synergy_Loewe=-2.29, Synergy_HSA=-2.23. (9) Drug 1: CC(C1=C(C=CC(=C1Cl)F)Cl)OC2=C(N=CC(=C2)C3=CN(N=C3)C4CCNCC4)N. Drug 2: CC=C1C(=O)NC(C(=O)OC2CC(=O)NC(C(=O)NC(CSSCCC=C2)C(=O)N1)C(C)C)C(C)C. Cell line: LOX IMVI. Synergy scores: CSS=18.0, Synergy_ZIP=-2.55, Synergy_Bliss=-3.69, Synergy_Loewe=-22.9, Synergy_HSA=-1.95. (10) Drug 1: CC12CCC3C(C1CCC2=O)CC(=C)C4=CC(=O)C=CC34C. Drug 2: CS(=O)(=O)CCNCC1=CC=C(O1)C2=CC3=C(C=C2)N=CN=C3NC4=CC(=C(C=C4)OCC5=CC(=CC=C5)F)Cl. Cell line: OVCAR-5. Synergy scores: CSS=47.2, Synergy_ZIP=1.04, Synergy_Bliss=3.08, Synergy_Loewe=0.678, Synergy_HSA=2.68.